Dataset: Full USPTO retrosynthesis dataset with 1.9M reactions from patents (1976-2016). Task: Predict the reactants needed to synthesize the given product. (1) Given the product [C:21]([O:20][C:19]([NH:18][CH2:17][C:16]1[CH:15]=[C:14]([C:4]2[CH:12]=[CH:11][CH:10]=[C:6]([C:7]([OH:9])=[O:8])[CH:5]=2)[CH:28]=[C:27]([F:29])[CH:26]=1)=[O:25])([CH3:24])([CH3:22])[CH3:23], predict the reactants needed to synthesize it. The reactants are: B([C:4]1[CH:5]=[C:6]([CH:10]=[CH:11][CH:12]=1)[C:7]([OH:9])=[O:8])(O)O.Br[C:14]1[CH:15]=[C:16]([CH:26]=[C:27]([F:29])[CH:28]=1)[CH2:17][NH:18][C:19](=[O:25])[O:20][C:21]([CH3:24])([CH3:23])[CH3:22].[O-]P([O-])([O-])=O.[K+].[K+].[K+].C(Cl)Cl. (2) Given the product [CH2:19]([O:18][C:16](=[O:17])/[C:21](/[CH3:22])=[CH:1]/[C:3]1[CH:8]=[CH:7][C:6]([NH:9][C:10](=[O:12])[CH3:11])=[C:5]([N+:13]([O-:15])=[O:14])[CH:4]=1)[CH3:20], predict the reactants needed to synthesize it. The reactants are: [CH:1]([C:3]1[CH:8]=[CH:7][C:6]([NH:9][C:10](=[O:12])[CH3:11])=[C:5]([N+:13]([O-:15])=[O:14])[CH:4]=1)=O.[C:16]([CH2:21][CH:22]=P(C1C=CC=CC=1)(C1C=CC=CC=1)C1C=CC=CC=1)([O:18][CH2:19][CH3:20])=[O:17]. (3) Given the product [N:21]1[CH:22]=[CH:23][C:18]([CH2:17][CH:2]([CH:3]([C:4]([O:6][CH2:7][CH3:24])=[O:5])[C:8]([O:10][CH2:11][CH3:12])=[O:9])[CH3:1])=[CH:19][CH:20]=1, predict the reactants needed to synthesize it. The reactants are: [CH3:1][CH2:2][CH:3]([C:8]([O:10][CH2:11][CH3:12])=[O:9])[C:4]([O:6][CH3:7])=[O:5].[H-].[Na+].Cl.Cl[CH2:17][C:18]1[CH:23]=[CH:22][N:21]=[CH:20][CH:19]=1.[CH3:24]N(C=O)C. (4) Given the product [Cl:72][C:63]1[CH:64]=[C:65]([C:66]2[CH:71]=[CH:70][CH:69]=[CH:68][CH:67]=2)[C:59]2[O:58][C:57]([CH2:56][NH2:53])([CH3:73])[CH2:61][C:60]=2[CH:62]=1, predict the reactants needed to synthesize it. The reactants are: CC1C=CC(S(OCC2(C)CC3C=C(Cl)C=C(C4C=CC=CC=4)C=3O2)(=O)=O)=CC=1.[N-]=[N+]=[N-].[Na+].N(CC1CC2C=C(Cl)C=C(C3C=CSC=3)C=2O1)=[N+]=[N-].[N:53]([CH2:56][C:57]1([CH3:73])[CH2:61][C:60]2[CH:62]=[C:63]([Cl:72])[CH:64]=[C:65]([C:66]3[CH:71]=[CH:70][CH:69]=[CH:68][CH:67]=3)[C:59]=2[O:58]1)=[N+]=[N-].[N-]=[N+]=[N-]. (5) The reactants are: C([O:8][C:9]1[CH:10]=[CH:11][C:12]([C@H:15]([NH:17][C:18](=[O:31])[CH2:19][O:20][C:21]2[CH:26]=[CH:25][C:24]([C:27]([F:30])([F:29])[F:28])=[CH:23][CH:22]=2)[CH3:16])=[N:13][CH:14]=1)C1C=CC=CC=1. Given the product [OH:8][C:9]1[CH:10]=[CH:11][C:12]([C@H:15]([NH:17][C:18](=[O:31])[CH2:19][O:20][C:21]2[CH:26]=[CH:25][C:24]([C:27]([F:30])([F:28])[F:29])=[CH:23][CH:22]=2)[CH3:16])=[N:13][CH:14]=1, predict the reactants needed to synthesize it. (6) Given the product [ClH:37].[NH:14]1[CH2:15][CH2:16][CH2:17][C@H:12]([CH2:11][NH:10][C:9](=[O:36])[O:8][CH2:1][C:2]2[CH:7]=[CH:6][CH:5]=[CH:4][CH:3]=2)[CH2:13]1, predict the reactants needed to synthesize it. The reactants are: [CH2:1]([O:8][C:9](=[O:36])[NH:10][CH2:11][C@H:12]1[CH2:17][CH2:16][CH2:15][N:14](C2C3C(=CC(C)=CC=3)N=C(C3C=CC=CC=3O)N=2)[CH2:13]1)[C:2]1[CH:7]=[CH:6][CH:5]=[CH:4][CH:3]=1.[ClH:37].O1CCOCC1. (7) The reactants are: [OH-].[Na+].C[O:4][C:5](=[O:40])[CH2:6][C:7]1[CH:12]=[CH:11][C:10]([C:13]2[CH:18]=[CH:17][C:16]([C:19]([CH2:37][CH3:38])([C:22]3[CH:27]=[CH:26][C:25](/[CH:28]=[CH:29]/[C:30]4([OH:35])[CH2:34][CH2:33][CH2:32][CH2:31]4)=[C:24]([CH3:36])[CH:23]=3)[CH2:20][CH3:21])=[CH:15][C:14]=2[CH3:39])=[CH:9][CH:8]=1.[Cl-].[NH4+]. Given the product [CH2:20]([C:19]([C:16]1[CH:17]=[CH:18][C:13]([C:10]2[CH:9]=[CH:8][C:7]([CH2:6][C:5]([OH:40])=[O:4])=[CH:12][CH:11]=2)=[C:14]([CH3:39])[CH:15]=1)([C:22]1[CH:27]=[CH:26][C:25](/[CH:28]=[CH:29]/[C:30]2([OH:35])[CH2:34][CH2:33][CH2:32][CH2:31]2)=[C:24]([CH3:36])[CH:23]=1)[CH2:37][CH3:38])[CH3:21], predict the reactants needed to synthesize it. (8) Given the product [CH3:26][O:27][C:28](=[O:38])[CH2:29][CH2:30][CH2:31][CH2:32][CH2:33][CH2:34][C:35]([O:1][CH:2]([C:11]1[CH:12]=[CH:13][C:14]([O:17][CH3:18])=[CH:15][CH:16]=1)[C:3](=[O:4])[C:5]1[CH:6]=[CH:7][CH:8]=[CH:9][CH:10]=1)=[O:36], predict the reactants needed to synthesize it. The reactants are: [OH:1][CH:2]([C:11]1[CH:16]=[CH:15][C:14]([O:17][CH3:18])=[CH:13][CH:12]=1)[C:3]([C:5]1[CH:10]=[CH:9][CH:8]=[CH:7][CH:6]=1)=[O:4].C(N(CC)CC)C.[CH3:26][O:27][C:28](=[O:38])[CH2:29][CH2:30][CH2:31][CH2:32][CH2:33][CH2:34][C:35](Cl)=[O:36].